From a dataset of Experimentally validated miRNA-target interactions with 360,000+ pairs, plus equal number of negative samples. Binary Classification. Given a miRNA mature sequence and a target amino acid sequence, predict their likelihood of interaction. The miRNA is hsa-miR-6771-5p with sequence CUCGGGAGGGCAUGGGCCAGGC. The protein sequence of the target gene is MWFMYLLSWLSLFIQVAFITLAVAAGLYYLAELIEEYTVATSRIIKYMIWFSTAVLIGLYVFERFPTSMIGVGLFTNLVYFGLLQTFPFIMLTSPNFILSCGLVVVNHYLAFQFFAEEYYPFSEVLAYFTFCLWIIPFAFFVSLSAGENVLPSTMQPGDDVVSNYFTKGKRGKRLGILVVFSFIKEAILPSRQKIY. Result: 1 (interaction).